Predict the reactants needed to synthesize the given product. From a dataset of Full USPTO retrosynthesis dataset with 1.9M reactions from patents (1976-2016). (1) Given the product [CH3:29][N:28]([CH3:32])[C:47](=[O:43])[C@@H:46]([NH:18][C:16]([N:37]([CH2:38][CH2:39][CH:40]([CH3:42])[CH3:41])[CH2:36][CH2:35][S:34][CH3:33])=[O:17])[CH2:45][C:44]1[CH:10]=[CH:11][CH:6]=[CH:7][CH:8]=1, predict the reactants needed to synthesize it. The reactants are: Cl.CN(C)[C@H](C(N)=O)C[C:6]1[CH:11]=[CH:10]C=[CH:8][CH:7]=1.[C:16](N1C=CN=C1)([N:18]1C=CN=C1)=[O:17].[NH:28]1[CH:32]=CN=[CH:29]1.[CH3:33][S:34][CH2:35][CH2:36][NH:37][CH2:38][CH2:39][CH:40]([CH3:42])[CH3:41].[O:43]1[CH2:47][CH2:46][CH2:45][CH2:44]1. (2) Given the product [CH2:1]([O:8][C:9](=[O:27])[NH:10][CH2:11][C@H:12]1[CH2:17][CH2:16][C@@H:15]([NH:18][C:19]2[CH:24]=[C:23]([N:30]([CH3:31])[CH3:29])[N:22]=[C:21]([CH3:26])[N:20]=2)[CH2:14][CH2:13]1)[C:2]1[CH:7]=[CH:6][CH:5]=[CH:4][CH:3]=1, predict the reactants needed to synthesize it. The reactants are: [CH2:1]([O:8][C:9](=[O:27])[NH:10][CH2:11][C@H:12]1[CH2:17][CH2:16][C@@H:15]([NH:18][C:19]2[CH:24]=[C:23](Cl)[N:22]=[C:21]([CH3:26])[N:20]=2)[CH2:14][CH2:13]1)[C:2]1[CH:7]=[CH:6][CH:5]=[CH:4][CH:3]=1.C[CH2:29][N:30](C(C)C)[CH:31](C)C.CNC. (3) Given the product [N:1]1([C:9]2[CH:14]=[CH:13][C:12]([C:15]3[CH:20]=[CH:19][C:18]([O:21][CH2:22][CH2:23][O:24][CH2:25][CH2:26][CH2:27][CH3:28])=[CH:17][CH:16]=3)=[CH:11][C:10]=2/[CH:29]=[CH:30]/[C:31]([OH:33])=[O:32])[CH2:2][CH2:3][CH2:4][CH2:5][CH2:6][CH2:7][CH2:8]1, predict the reactants needed to synthesize it. The reactants are: [N:1]1([C:9]2[CH:14]=[CH:13][C:12]([C:15]3[CH:20]=[CH:19][C:18]([O:21][CH2:22][CH2:23][O:24][CH2:25][CH2:26][CH2:27][CH3:28])=[CH:17][CH:16]=3)=[CH:11][C:10]=2/[CH:29]=[CH:30]/[C:31]([O:33]CC)=[O:32])[CH2:8][CH2:7][CH2:6][CH2:5][CH2:4][CH2:3][CH2:2]1.[OH-].[Na+].Cl. (4) Given the product [C:21]([O:20][C:18]([N:15]1[CH2:16][CH2:17][CH:12]([NH:11][S:8]([C:5]2[CH:6]=[CH:7][C:2]([B:27]3[O:31][C:30]([CH3:33])([CH3:32])[C:29]([CH3:35])([CH3:34])[O:28]3)=[CH:3][C:4]=2[O:25][CH3:26])(=[O:10])=[O:9])[CH2:13][CH2:14]1)=[O:19])([CH3:24])([CH3:23])[CH3:22], predict the reactants needed to synthesize it. The reactants are: Br[C:2]1[CH:7]=[CH:6][C:5]([S:8]([NH:11][CH:12]2[CH2:17][CH2:16][N:15]([C:18]([O:20][C:21]([CH3:24])([CH3:23])[CH3:22])=[O:19])[CH2:14][CH2:13]2)(=[O:10])=[O:9])=[C:4]([O:25][CH3:26])[CH:3]=1.[B:27]1([B:27]2[O:31][C:30]([CH3:33])([CH3:32])[C:29]([CH3:35])([CH3:34])[O:28]2)[O:31][C:30]([CH3:33])([CH3:32])[C:29]([CH3:35])([CH3:34])[O:28]1.C([O-])(=O)C.[K+]. (5) Given the product [Cl:1][C:2]1[CH:3]=[C:4]([N:12]([CH2:19][C:20]2[CH:25]=[CH:24][C:23]([O:26][CH3:27])=[CH:22][CH:21]=2)[C:13]2[CH:18]=[CH:17][CH:16]=[CH:15][CH:14]=2)[C:5]2[N:6]([C:8]([CH:29]=[CH:28][C:30]3[CH:35]=[CH:34][N:33]=[CH:32][CH:31]=3)=[CH:9][N:10]=2)[N:7]=1, predict the reactants needed to synthesize it. The reactants are: [Cl:1][C:2]1[CH:3]=[C:4]([N:12]([CH2:19][C:20]2[CH:25]=[CH:24][C:23]([O:26][CH3:27])=[CH:22][CH:21]=2)[C:13]2[CH:18]=[CH:17][CH:16]=[CH:15][CH:14]=2)[C:5]2[N:6]([C:8](I)=[CH:9][N:10]=2)[N:7]=1.[CH:28]([C:30]1[CH:35]=[CH:34][N:33]=[CH:32][CH:31]=1)=[CH2:29].